From a dataset of Reaction yield outcomes from USPTO patents with 853,638 reactions. Predict the reaction yield, written as a fraction of the theoretical maximum amount of product (1.0 means a 100% yield; for example, 0.34 means a 34% yield). (1) The reactants are [C:1]([C:3]1[CH:11]=[CH:10][CH:9]=[CH:8][C:4]=1[C:5]([OH:7])=[O:6])#[N:2].[C:12]1(O)[CH:17]=[CH:16][CH:15]=[CH:14][CH:13]=1.C1CN([P+](ON2N=NC3C=CC=CC2=3)(N2CCCC2)N2CCCC2)CC1.F[P-](F)(F)(F)(F)F.C(N(CC)CC)C. The catalyst is CN(C=O)C.O. The product is [C:1]([C:3]1[CH:11]=[CH:10][CH:9]=[CH:8][C:4]=1[C:5]([O:7][C:12]1[CH:17]=[CH:16][CH:15]=[CH:14][CH:13]=1)=[O:6])#[N:2]. The yield is 0.820. (2) The reactants are O[CH2:2][CH2:3][CH2:4][NH:5][C:6](=[O:12])[O:7][C:8]([CH3:11])([CH3:10])[CH3:9].[S:13]1C=CC=C1CC(O)=O.C1(P(C2C=CC=CC=2)C2C=CC=CC=2)C=CC=CC=1.[CH3:41][CH:42]([O:44]C(/N=N/C(OC(C)C)=O)=O)C. The catalyst is C(Cl)Cl. The product is [C:42](=[O:44])([S:13][CH2:2][CH2:3][CH2:4][NH:5][C:6]([O:7][C:8]([CH3:11])([CH3:10])[CH3:9])=[O:12])[CH3:41]. The yield is 0.750. (3) The reactants are [H-].[Na+].[C:3]([O:7][C:8]([N:10]1[C:18]2[C:13](=[CH:14][C:15]([NH:19][C:20](=[O:27])[C:21]3[CH:26]=[CH:25][CH:24]=[CH:23][CH:22]=3)=[CH:16][CH:17]=2)[CH2:12][CH2:11]1)=[O:9])([CH3:6])([CH3:5])[CH3:4].[CH3:28]I. The catalyst is CN(C=O)C.C([O-])(O)=O.[Na+]. The product is [C:3]([O:7][C:8]([N:10]1[C:18]2[C:13](=[CH:14][C:15]([N:19]([C:20](=[O:27])[C:21]3[CH:22]=[CH:23][CH:24]=[CH:25][CH:26]=3)[CH3:28])=[CH:16][CH:17]=2)[CH2:12][CH2:11]1)=[O:9])([CH3:6])([CH3:4])[CH3:5]. The yield is 0.930. (4) The product is [CH3:1][O:14][C:13]([C:11]1[O:10][N:9]=[C:8]([CH3:7])[CH:12]=1)=[O:15]. The catalyst is CN(C=O)C. The reactants are [C:1](=O)([O-])[O-].[K+].[K+].[CH3:7][C:8]1[CH:12]=[C:11]([C:13]([OH:15])=[O:14])[O:10][N:9]=1.S(OC)(OC)(=O)=O. The yield is 0.760. (5) The reactants are Br[C:2]1[CH:3]=[C:4]2[C:8](=[C:9]([C:11]([NH2:13])=[O:12])[CH:10]=1)[NH:7][CH:6]=[C:5]2[CH:14]1[CH2:19][CH2:18][N:17]([S:20]([CH2:23][CH3:24])(=[O:22])=[O:21])[CH2:16][CH2:15]1.C(=O)([O-])[O-].[Cs+].[Cs+].CC1(C)C(C)(C)OB([C:39]2[CH:44]=[CH:43][C:42]([NH:45][C:46](=[O:48])[CH3:47])=[CH:41][CH:40]=2)O1. The catalyst is C1C=CC([P]([Pd]([P](C2C=CC=CC=2)(C2C=CC=CC=2)C2C=CC=CC=2)([P](C2C=CC=CC=2)(C2C=CC=CC=2)C2C=CC=CC=2)[P](C2C=CC=CC=2)(C2C=CC=CC=2)C2C=CC=CC=2)(C2C=CC=CC=2)C2C=CC=CC=2)=CC=1. The product is [C:46]([NH:45][C:42]1[CH:43]=[CH:44][C:39]([C:2]2[CH:3]=[C:4]3[C:8](=[C:9]([C:11]([NH2:13])=[O:12])[CH:10]=2)[NH:7][CH:6]=[C:5]3[CH:14]2[CH2:15][CH2:16][N:17]([S:20]([CH2:23][CH3:24])(=[O:22])=[O:21])[CH2:18][CH2:19]2)=[CH:40][CH:41]=1)(=[O:48])[CH3:47]. The yield is 0.340. (6) The reactants are [Cl:1][C:2]1[CH:3]=[N:4][N:5]([CH3:36])[C:6]=1[C:7]1[CH:8]=[C:9]([C:13]([NH:15][C@H:16]([CH2:24][N:25]2C(=O)C3C(=CC=CC=3)C2=O)[CH2:17][CH:18]2[CH2:23][CH2:22][CH2:21][CH2:20][CH2:19]2)=[O:14])[S:10][C:11]=1[CH3:12].NN. The catalyst is O1CCCC1.CO. The product is [NH2:25][CH2:24][C@@H:16]([NH:15][C:13]([C:9]1[S:10][C:11]([CH3:12])=[C:7]([C:6]2[N:5]([CH3:36])[N:4]=[CH:3][C:2]=2[Cl:1])[CH:8]=1)=[O:14])[CH2:17][CH:18]1[CH2:19][CH2:20][CH2:21][CH2:22][CH2:23]1. The yield is 0.600. (7) The reactants are [CH2:1]([O:3][C:4](=[O:25])[NH:5][CH:6]([C:16]1[CH:21]=[CH:20][C:19]([OH:22])=[C:18]([O:23][CH3:24])[CH:17]=1)[CH2:7][C:8]1[CH:13]=[CH:12][CH:11]=[C:10]([O:14][CH3:15])[CH:9]=1)[CH3:2].Cl.[C:27](OCC)(=O)[CH3:28].CCCCCC. The catalyst is CC(C)=O.O. The product is [CH2:1]([O:3][C:4]([N:5]1[CH:28]=[CH:27][C:21]2[C:16](=[CH:17][C:18]([O:23][CH3:24])=[C:19]([OH:22])[CH:20]=2)[CH:6]1[CH2:7][C:8]1[CH:13]=[CH:12][CH:11]=[C:10]([O:14][CH3:15])[CH:9]=1)=[O:25])[CH3:2]. The yield is 0.370.